Dataset: Forward reaction prediction with 1.9M reactions from USPTO patents (1976-2016). Task: Predict the product of the given reaction. (1) Given the reactants Cl[C:2]1[C:16]([N+:17]([O-:19])=[O:18])=[CH:15][CH:14]=[C:13]([Cl:20])[C:3]=1[C:4]([NH:6][C:7]1[CH:12]=[CH:11][CH:10]=[CH:9][CH:8]=1)=[O:5].CC([O-])=[O:23].[K+].C1OCCOCCOCCOCCOCCOC1.[OH-].[Na+], predict the reaction product. The product is: [Cl:20][C:13]1[C:3]([C:4]([NH:6][C:7]2[CH:12]=[CH:11][CH:10]=[CH:9][CH:8]=2)=[O:5])=[C:2]([OH:23])[C:16]([N+:17]([O-:19])=[O:18])=[CH:15][CH:14]=1. (2) The product is: [Cl:1][C:2]1[CH:7]=[CH:6][C:5]([CH:8]2[C:12]3[N:13]([CH2:19][CH2:20][O:21][CH3:22])[N:14]=[C:15]([CH:16]4[CH2:17][CH2:18]4)[C:11]=3[C:10](=[O:23])[N:9]2[C:32]2[CH:33]=[C:34]([CH3:35])[C:29]3[N:30]([C:26]([CH2:25][F:24])=[N:27][N:28]=3)[CH:31]=2)=[CH:4][CH:3]=1. Given the reactants [Cl:1][C:2]1[CH:7]=[CH:6][C:5]([CH:8]2[C:12]3[N:13]([CH2:19][CH2:20][O:21][CH3:22])[N:14]=[C:15]([CH:16]4[CH2:18][CH2:17]4)[C:11]=3[C:10](=[O:23])[NH:9]2)=[CH:4][CH:3]=1.[F:24][CH2:25][C:26]1[N:30]2[CH:31]=[C:32](N)[CH:33]=[C:34]([CH3:35])[C:29]2=[N:28][N:27]=1, predict the reaction product. (3) Given the reactants [CH3:1][O:2][C:3]1[CH:4]=[C:5]2[C:10](=[CH:11][C:12]=1[O:13][CH3:14])[N:9]=[CH:8][CH:7]=[C:6]2[O:15][C:16]1[CH:21]=[CH:20][C:19]([NH2:22])=[C:18]([CH3:23])[C:17]=1[CH3:24].[F:25][C:26]1[CH:31]=[CH:30][C:29]([N:32]2[C:37](=[O:38])[C:36]([C:39](O)=[O:40])=[CH:35][N:34]([CH:42]([CH3:44])[CH3:43])[C:33]2=[O:45])=[CH:28][CH:27]=1, predict the reaction product. The product is: [CH3:1][O:2][C:3]1[CH:4]=[C:5]2[C:10](=[CH:11][C:12]=1[O:13][CH3:14])[N:9]=[CH:8][CH:7]=[C:6]2[O:15][C:16]1[CH:21]=[CH:20][C:19]([NH:22][C:39]([C:36]2[C:37](=[O:38])[N:32]([C:29]3[CH:28]=[CH:27][C:26]([F:25])=[CH:31][CH:30]=3)[C:33](=[O:45])[N:34]([CH:42]([CH3:44])[CH3:43])[CH:35]=2)=[O:40])=[C:18]([CH3:23])[C:17]=1[CH3:24]. (4) Given the reactants [CH:1]1([NH:6][C:7]2[C:12]([N+:13]([O-])=O)=[CH:11][N:10]=[C:9]([NH:16][C:17]3[CH:32]=[CH:31][C:20]([C:21]([O:23][CH2:24][C:25]4[CH:30]=[CH:29][CH:28]=[CH:27][CH:26]=4)=[O:22])=[CH:19][C:18]=3[O:33][CH3:34])[N:8]=2)[CH2:5][CH2:4][CH2:3][CH2:2]1.O.O.[Sn](Cl)Cl.N, predict the reaction product. The product is: [CH:1]1([NH:6][C:7]2[C:12]([NH2:13])=[CH:11][N:10]=[C:9]([NH:16][C:17]3[CH:32]=[CH:31][C:20]([C:21]([O:23][CH2:24][C:25]4[CH:26]=[CH:27][CH:28]=[CH:29][CH:30]=4)=[O:22])=[CH:19][C:18]=3[O:33][CH3:34])[N:8]=2)[CH2:2][CH2:3][CH2:4][CH2:5]1. (5) Given the reactants C(OC([NH:8][CH2:9][CH2:10][N:11]1[CH:15]=[C:14]([N:16]2[C:24]3[C:19](=[CH:20][CH:21]=[C:22]([Cl:26])[C:23]=3[F:25])[C:18]([S:27][C:28]3[C:29]([F:39])=[C:30]([CH:36]=[CH:37][CH:38]=3)[C:31]([O:33][CH2:34][CH3:35])=[O:32])=[C:17]2[CH:40]2[CH2:42][CH2:41]2)[CH:13]=[N:12]1)=O)(C)(C)C, predict the reaction product. The product is: [NH2:8][CH2:9][CH2:10][N:11]1[CH:15]=[C:14]([N:16]2[C:24]3[C:19](=[CH:20][CH:21]=[C:22]([Cl:26])[C:23]=3[F:25])[C:18]([S:27][C:28]3[C:29]([F:39])=[C:30]([CH:36]=[CH:37][CH:38]=3)[C:31]([O:33][CH2:34][CH3:35])=[O:32])=[C:17]2[CH:40]2[CH2:42][CH2:41]2)[CH:13]=[N:12]1. (6) Given the reactants [OH:1][C:2]1[CH:10]=[CH:9][CH:8]=[C:7]([OH:11])[C:3]=1[C:4]([OH:6])=[O:5].[CH2:12]([NH2:16])[CH2:13][CH2:14][CH3:15], predict the reaction product. The product is: [OH:1][C:2]1[CH:10]=[CH:9][CH:8]=[C:7]([OH:11])[C:3]=1[C:4]([OH:6])=[O:5].[CH2:12]([NH2:16])[CH2:13][CH2:14][CH3:15]. (7) Given the reactants C[O:2][C:3](=O)[C:4]1[CH:9]=[CH:8][C:7]([C:10]#[N:11])=[CH:6][CH:5]=1.Cl.[NH2:14][OH:15].[C:16]([O-])(O)=O.[Na+].[OH2:21], predict the reaction product. The product is: [CH3:16][O:21][C:3](=[O:2])[C:4]1[CH:9]=[CH:8][C:7]([C:10](=[NH:11])[NH:14][OH:15])=[CH:6][CH:5]=1.